This data is from Full USPTO retrosynthesis dataset with 1.9M reactions from patents (1976-2016). The task is: Predict the reactants needed to synthesize the given product. (1) Given the product [NH:35]1[CH:39]=[C:38]([CH2:40][C:41]([N:21]2[CH2:20][CH2:19][N:18]([C:22]([O:24][CH2:25][C:26]3[CH:27]=[CH:28][CH:29]=[CH:30][CH:31]=3)=[O:23])[CH2:17][C@H:16]2[C:14](=[O:15])[NH:13][C:10]2[CH:9]=[CH:8][C:7]([O:6][C:5]3[CH:32]=[CH:33][C:2]([F:1])=[CH:3][CH:4]=3)=[CH:12][CH:11]=2)=[O:42])[N:37]=[CH:36]1, predict the reactants needed to synthesize it. The reactants are: [F:1][C:2]1[CH:33]=[CH:32][C:5]([O:6][C:7]2[CH:12]=[CH:11][C:10]([NH:13][C:14]([C@H:16]3[NH:21][CH2:20][CH2:19][N:18]([C:22]([O:24][CH2:25][C:26]4[CH:31]=[CH:30][CH:29]=[CH:28][CH:27]=4)=[O:23])[CH2:17]3)=[O:15])=[CH:9][CH:8]=2)=[CH:4][CH:3]=1.Cl.[NH:35]1[CH:39]=[C:38]([CH2:40][C:41](O)=[O:42])[N:37]=[CH:36]1.CCN(C(C)C)C(C)C.CN(C(ON1N=NC2C=CC=NC1=2)=[N+](C)C)C.F[P-](F)(F)(F)(F)F. (2) Given the product [C:5]([C:9]1[CH:14]=[CH:13][C:12]([NH:15][C:16]([NH:18][CH2:19][CH2:20][CH:21]=[O:22])=[O:17])=[CH:11][CH:10]=1)([CH3:8])([CH3:6])[CH3:7], predict the reactants needed to synthesize it. The reactants are: CS(C)=O.[C:5]([C:9]1[CH:14]=[CH:13][C:12]([NH:15][C:16]([NH:18][CH2:19][CH2:20][CH2:21][OH:22])=[O:17])=[CH:11][CH:10]=1)([CH3:8])([CH3:7])[CH3:6].O. (3) The reactants are: Cl[C:2]1[C:11]2[C:6](=[CH:7][C:8]([S:12]([O:15][C:16]3[C:21]([F:22])=[C:20]([F:23])[C:19]([F:24])=[C:18]([F:25])[C:17]=3[F:26])(=[O:14])=[O:13])=[CH:9][CH:10]=2)[CH:5]=[CH:4][N:3]=1.[C:27]([C:29]1[CH:34]=[CH:33][C:32](B(O)O)=[C:31]([O:38][CH3:39])[CH:30]=1)#[N:28].C(=O)([O-])[O-].[K+].[K+]. Given the product [C:27]([C:29]1[CH:34]=[CH:33][C:32]([C:2]2[C:11]3[C:6](=[CH:7][C:8]([S:12]([O:15][C:16]4[C:21]([F:22])=[C:20]([F:23])[C:19]([F:24])=[C:18]([F:25])[C:17]=4[F:26])(=[O:14])=[O:13])=[CH:9][CH:10]=3)[CH:5]=[CH:4][N:3]=2)=[C:31]([O:38][CH3:39])[CH:30]=1)#[N:28], predict the reactants needed to synthesize it. (4) Given the product [Cl:28][CH2:29][CH2:30][N:22]1[C:10]2[C:11](=[C:12]3[C:7](=[CH:8][CH:9]=2)[N:6]=[C:5]([O:4][CH:1]([CH3:3])[CH3:2])[CH:14]=[C:13]3[C:15]([F:18])([F:17])[F:16])[O:19][CH2:20][C@H:21]1[CH:23]([CH3:25])[CH3:24], predict the reactants needed to synthesize it. The reactants are: [CH:1]([O:4][C:5]1[CH:14]=[C:13]([C:15]([F:18])([F:17])[F:16])[C:12]2[C:7](=[CH:8][CH:9]=[C:10]3[NH:22][C@H:21]([CH:23]([CH3:25])[CH3:24])[CH2:20][O:19][C:11]3=2)[N:6]=1)([CH3:3])[CH3:2].[BH4-].[Na+].[Cl:28][CH2:29][C:30](O)=O. (5) Given the product [CH3:47][N:48]([CH3:68])[CH:49]([CH2:66][CH3:67])[CH:50]([C:56]1[CH:65]=[CH:64][C:59]2[N:60]=[C:61]([NH:63][C:9]([C:8]3[CH:7]=[CH:6][C:5]([C:3]([O:2][CH3:1])=[O:4])=[CH:13][CH:12]=3)=[O:11])[S:62][C:58]=2[CH:57]=1)[N:51]1[CH:55]=[CH:54][N:53]=[CH:52]1, predict the reactants needed to synthesize it. The reactants are: [CH3:1][O:2][C:3]([C:5]1[CH:13]=[CH:12][C:8]([C:9]([OH:11])=O)=[CH:7][CH:6]=1)=[O:4].CN(C(ON1N=NC2C=CC=NC1=2)=[N+](C)C)C.F[P-](F)(F)(F)(F)F.C(N(C(C)C)CC)(C)C.[CH3:47][N:48]([CH3:68])[CH:49]([CH2:66][CH3:67])[CH:50]([C:56]1[CH:65]=[CH:64][C:59]2[N:60]=[C:61]([NH2:63])[S:62][C:58]=2[CH:57]=1)[N:51]1[CH:55]=[CH:54][N:53]=[CH:52]1. (6) Given the product [Cl:1][C:2]1[CH:3]=[CH:4][C:5]([C:6]([NH:8][C:9]2[S:10][CH:11]=[C:12]([CH2:14][C:15]([N:30]3[CH2:31][CH2:32][N:27]([CH2:26][CH:20]4[CH2:21][CH2:22][CH2:23][CH2:24][CH2:25]4)[CH2:28][CH2:29]3)=[O:17])[N:13]=2)=[O:7])=[CH:18][CH:19]=1, predict the reactants needed to synthesize it. The reactants are: [Cl:1][C:2]1[CH:19]=[CH:18][C:5]([C:6]([NH:8][C:9]2[S:10][CH:11]=[C:12]([CH2:14][C:15]([OH:17])=O)[N:13]=2)=[O:7])=[CH:4][CH:3]=1.[CH:20]1([CH2:26][N:27]2[CH2:32][CH2:31][NH:30][CH2:29][CH2:28]2)[CH2:25][CH2:24][CH2:23][CH2:22][CH2:21]1. (7) Given the product [C:16]([NH:38][C:37]1[CH:39]=[C:40]([C:42](=[O:44])[CH3:43])[CH:41]=[C:35]([C:32](=[O:34])[CH3:33])[CH:36]=1)(=[O:23])[C:17]1[CH:22]=[CH:21][CH:20]=[CH:19][CH:18]=1, predict the reactants needed to synthesize it. The reactants are: Cl.Cl.C(NN=C(C1C=C(C(=NNC(=N)N)C)C=C(C=1)N[C:16](=[O:23])[C:17]1[CH:22]=[CH:21][CH:20]=[CH:19][CH:18]=1)C)(=N)N.[C:32]([C:35]1[CH:36]=[C:37]([CH:39]=[C:40]([C:42](=[O:44])[CH3:43])[CH:41]=1)[NH2:38])(=[O:34])[CH3:33].N1C=CC=CC=1.C(Cl)(=O)C1C=CC=CC=1.